This data is from Forward reaction prediction with 1.9M reactions from USPTO patents (1976-2016). The task is: Predict the product of the given reaction. (1) Given the reactants [CH3:1][O:2][C:3]([CH2:5][C:6]([C:8]1[CH:9]=[C:10]([CH:15]=[CH:16][CH:17]=1)[C:11]([O:13][CH3:14])=[O:12])=[O:7])=[O:4].C([O-])([O-])=O.[K+].[K+].Br[CH2:25][C:26]([C:28]1[CH:33]=[CH:32][C:31]([CH:34]([CH3:36])[CH3:35])=[CH:30][CH:29]=1)=[O:27], predict the reaction product. The product is: [CH:34]([C:31]1[CH:32]=[CH:33][C:28]([C:26](=[O:27])[CH2:25][CH:5]([C:3]([O:2][CH3:1])=[O:4])[C:6]([C:8]2[CH:9]=[C:10]([CH:15]=[CH:16][CH:17]=2)[C:11]([O:13][CH3:14])=[O:12])=[O:7])=[CH:29][CH:30]=1)([CH3:36])[CH3:35]. (2) The product is: [CH3:21][P:19]([C:16]1[CH:17]=[CH:18][C:13]([NH:12][C:4]2[N:3]=[C:2]([N:39]3[CH2:40][CH2:41][N:36]([C:30]4[CH:35]=[CH:34][CH:33]=[CH:32][CH:31]=4)[CH2:37][CH2:38]3)[C:7]([C:8]([F:11])([F:10])[F:9])=[CH:6][N:5]=2)=[CH:14][CH:15]=1)([CH3:22])=[O:20]. Given the reactants Cl[C:2]1[C:7]([C:8]([F:11])([F:10])[F:9])=[CH:6][N:5]=[C:4]([NH:12][C:13]2[CH:18]=[CH:17][C:16]([P:19]([CH3:22])([CH3:21])=[O:20])=[CH:15][CH:14]=2)[N:3]=1.C(N(CC)CC)C.[C:30]1([N:36]2[CH2:41][CH2:40][NH:39][CH2:38][CH2:37]2)[CH:35]=[CH:34][CH:33]=[CH:32][CH:31]=1, predict the reaction product. (3) Given the reactants [Cl:1][C:2]1[CH:7]=[CH:6][C:5]([CH2:8][C:9]([OH:11])=[O:10])=[CH:4][C:3]=1[OH:12].Br[C:14]1[CH:15]=[C:16]([CH:19]=[CH:20][CH:21]=1)[C:17]#[N:18].C(=O)([O-])[O-].[Cs+].[Cs+].CC(C)(C(=O)CC(=O)C(C)(C)C)C, predict the reaction product. The product is: [Cl:1][C:2]1[CH:7]=[CH:6][C:5]([CH2:8][C:9]([OH:11])=[O:10])=[CH:4][C:3]=1[O:12][C:14]1[CH:21]=[CH:20][CH:19]=[C:16]([C:17]#[N:18])[CH:15]=1.